Predict which catalyst facilitates the given reaction. From a dataset of Catalyst prediction with 721,799 reactions and 888 catalyst types from USPTO. Reactant: [F:1][C:2]([F:20])([F:19])[C:3]1[CH:4]=[CH:5][C:6]2[O:10][C:9]([C:11]3[CH:16]=[CH:15][N:14]=[CH:13][C:12]=3[OH:17])=[N:8][C:7]=2[CH:18]=1.C(=O)([O-])[O-].[K+].[K+].CN(C=O)C.[CH:32]1(Br)[CH2:36][CH2:35][CH2:34][CH2:33]1. Product: [CH:32]1([O:17][C:12]2[CH:13]=[N:14][CH:15]=[CH:16][C:11]=2[C:9]2[O:10][C:6]3[CH:5]=[CH:4][C:3]([C:2]([F:19])([F:1])[F:20])=[CH:18][C:7]=3[N:8]=2)[CH2:36][CH2:35][CH2:34][CH2:33]1. The catalyst class is: 6.